From a dataset of HIV replication inhibition screening data with 41,000+ compounds from the AIDS Antiviral Screen. Binary Classification. Given a drug SMILES string, predict its activity (active/inactive) in a high-throughput screening assay against a specified biological target. (1) The compound is O=c1c(=Cc2cccc3ccccc23)sc2nc3ccccc3n12. The result is 0 (inactive). (2) The drug is CC(C)(C)C(=O)C=Cc1ccc(Br)cc1. The result is 0 (inactive). (3) The molecule is COc1ccccc1-n1nnc2c(N)nc(N)nc21. The result is 0 (inactive). (4) The molecule is CC(=O)OCC12CC(CC1OC(C)=O)c1ccccc12. The result is 0 (inactive). (5) The molecule is COc1ccc(S(=O)(=O)NN=Cc2cc(I)cc([N+](=O)[O-])c2O)cc1OC. The result is 0 (inactive).